The task is: Regression. Given two drug SMILES strings and cell line genomic features, predict the synergy score measuring deviation from expected non-interaction effect.. This data is from NCI-60 drug combinations with 297,098 pairs across 59 cell lines. (1) Drug 1: CC1=CC2C(CCC3(C2CCC3(C(=O)C)OC(=O)C)C)C4(C1=CC(=O)CC4)C. Drug 2: CC1=C(C(=O)C2=C(C1=O)N3CC4C(C3(C2COC(=O)N)OC)N4)N. Cell line: SK-MEL-2. Synergy scores: CSS=18.7, Synergy_ZIP=-13.4, Synergy_Bliss=-18.9, Synergy_Loewe=-79.1, Synergy_HSA=-20.7. (2) Drug 1: C1C(C(OC1N2C=NC3=C(N=C(N=C32)Cl)N)CO)O. Drug 2: C1CC(=O)NC(=O)C1N2C(=O)C3=CC=CC=C3C2=O. Cell line: NCIH23. Synergy scores: CSS=32.3, Synergy_ZIP=-1.61, Synergy_Bliss=-7.20, Synergy_Loewe=-54.7, Synergy_HSA=-8.00. (3) Drug 1: CS(=O)(=O)C1=CC(=C(C=C1)C(=O)NC2=CC(=C(C=C2)Cl)C3=CC=CC=N3)Cl. Drug 2: CNC(=O)C1=NC=CC(=C1)OC2=CC=C(C=C2)NC(=O)NC3=CC(=C(C=C3)Cl)C(F)(F)F. Cell line: SF-295. Synergy scores: CSS=12.7, Synergy_ZIP=-1.86, Synergy_Bliss=-2.52, Synergy_Loewe=-14.0, Synergy_HSA=-1.26. (4) Drug 1: C1CN1P(=S)(N2CC2)N3CC3. Drug 2: CCC(=C(C1=CC=CC=C1)C2=CC=C(C=C2)OCCN(C)C)C3=CC=CC=C3.C(C(=O)O)C(CC(=O)O)(C(=O)O)O. Cell line: PC-3. Synergy scores: CSS=10.8, Synergy_ZIP=-3.71, Synergy_Bliss=1.07, Synergy_Loewe=1.20, Synergy_HSA=2.05.